The task is: Predict the product of the given reaction.. This data is from Forward reaction prediction with 1.9M reactions from USPTO patents (1976-2016). (1) The product is: [Cl:1][C:2]1[CH:3]=[C:4]([C:10]([F:13])([F:12])[F:11])[CH:5]=[C:6]([Cl:9])[C:7]=1[N:21]1[C:22]2[C:18](=[CH:17][CH:16]=[C:15]([F:14])[CH:23]=2)[CH:19]=[CH:20]1. Given the reactants [Cl:1][C:2]1[CH:3]=[C:4]([C:10]([F:13])([F:12])[F:11])[CH:5]=[C:6]([Cl:9])[C:7]=1F.[F:14][C:15]1[CH:23]=[C:22]2[C:18]([CH:19]=[CH:20][NH:21]2)=[CH:17][CH:16]=1.C(=O)([O-])[O-].[K+].[K+], predict the reaction product. (2) Given the reactants F[C:2]1[N:7]2[CH:8]=[C:9]([CH2:11][N:12]([CH3:23])[C@@H:13]3[C:22]4[N:21]=[CH:20][CH:19]=[CH:18][C:17]=4[CH2:16][CH2:15][CH2:14]3)[N:10]=[C:6]2[CH:5]=[CH:4][CH:3]=1.[CH:24]([N:27]1[CH2:32][CH2:31][NH:30][CH2:29][CH2:28]1)([CH3:26])[CH3:25], predict the reaction product. The product is: [CH3:23][N:12]([CH2:11][C:9]1[N:10]=[C:6]2[CH:5]=[CH:4][CH:3]=[C:2]([N:30]3[CH2:31][CH2:32][N:27]([CH:24]([CH3:26])[CH3:25])[CH2:28][CH2:29]3)[N:7]2[CH:8]=1)[C@@H:13]1[C:22]2[N:21]=[CH:20][CH:19]=[CH:18][C:17]=2[CH2:16][CH2:15][CH2:14]1. (3) The product is: [F:1][C:2]1[CH:7]=[CH:6][C:5]([O:8][CH2:29][C:26]([OH:27])([CH3:28])[C:24]([NH:23][C:16]2[CH:17]=[CH:18][C:19]([N+:20]([O-:22])=[O:21])=[C:14]([CH3:13])[CH:15]=2)=[O:25])=[CH:4][C:3]=1[C:9]([F:10])([F:11])[F:12]. Given the reactants [F:1][C:2]1[CH:7]=[CH:6][C:5]([OH:8])=[CH:4][C:3]=1[C:9]([F:12])([F:11])[F:10].[CH3:13][C:14]1[CH:15]=[C:16]([NH:23][C:24]([C:26]2([CH3:29])[CH2:28][O:27]2)=[O:25])[CH:17]=[CH:18][C:19]=1[N+:20]([O-:22])=[O:21], predict the reaction product. (4) Given the reactants Cl[C:2]1[C:11]2[C:6](=[CH:7][C:8]([O:14][CH3:15])=[C:9]([C:12]#[N:13])[CH:10]=2)[N:5]=[CH:4][CH:3]=1.[F:16][C:17]1[C:25]([OH:26])=[CH:24][CH:23]=[C:22]2[C:18]=1[CH:19]=[C:20]([CH3:27])[NH:21]2.C(=O)([O-])[O-].[Cs+].[Cs+], predict the reaction product. The product is: [C:12]([C:9]1[CH:10]=[C:11]2[C:6](=[CH:7][C:8]=1[O:14][CH3:15])[N:5]=[CH:4][CH:3]=[C:2]2[O:26][C:25]1[C:17]([F:16])=[C:18]2[C:22](=[CH:23][CH:24]=1)[NH:21][C:20]([CH3:27])=[CH:19]2)#[N:13]. (5) Given the reactants CC(OC(/N=N/C(OC(C)C)=O)=O)C.[Cl:15][C:16]1[C:23]([N+:24]([O-:26])=[O:25])=[CH:22][C:19]([C:20]#[N:21])=[CH:18][C:17]=1[OH:27].O[CH:29]1[CH2:33][CH2:32][N:31]([C:34]([O:36][C:37]([CH3:40])([CH3:39])[CH3:38])=[O:35])[CH2:30]1.C1C=CC(P(C2C=CC=CC=2)C2C=CC=CC=2)=CC=1, predict the reaction product. The product is: [Cl:15][C:16]1[C:23]([N+:24]([O-:26])=[O:25])=[CH:22][C:19]([C:20]#[N:21])=[CH:18][C:17]=1[O:27][CH:33]1[CH2:29][CH2:30][N:31]([C:34]([O:36][C:37]([CH3:40])([CH3:39])[CH3:38])=[O:35])[CH2:32]1.